Predict the product of the given reaction. From a dataset of Forward reaction prediction with 1.9M reactions from USPTO patents (1976-2016). (1) Given the reactants C(OC(=O)[NH:7][C:8]1[CH:13]=[CH:12][C:11]([C:14]2[CH:15]=[N:16][C:17]([O:20][CH2:21][C:22]3[CH:27]=[CH:26][CH:25]=[CH:24][CH:23]=3)=[CH:18][CH:19]=2)=[CH:10][C:9]=1[NH:28][C:29](=[O:43])[CH2:30][C:31](=O)[C:32]1[CH:37]=[CH:36][CH:35]=[C:34]([C:38]([F:41])([F:40])[F:39])[CH:33]=1)(C)(C)C.C(O)(C(F)(F)F)=O, predict the reaction product. The product is: [CH2:21]([O:20][C:17]1[N:16]=[CH:15][C:14]([C:11]2[CH:12]=[CH:13][C:8]3[N:7]=[C:31]([C:32]4[CH:37]=[CH:36][CH:35]=[C:34]([C:38]([F:40])([F:39])[F:41])[CH:33]=4)[CH2:30][C:29](=[O:43])[NH:28][C:9]=3[CH:10]=2)=[CH:19][CH:18]=1)[C:22]1[CH:23]=[CH:24][CH:25]=[CH:26][CH:27]=1. (2) Given the reactants [C:1]([O:16][C@H:17]([CH2:47][CH2:48][CH2:49][CH2:50][CH2:51][CH2:52][CH2:53][CH2:54][CH2:55][CH2:56][CH3:57])[CH2:18][C:19]([O:21][C@H:22]1[C@H:34]([OH:35])[C@@H:33]([CH2:36][OH:37])[O:32][C@@H:24]([O:25][CH2:26][CH2:27][Si:28]([CH3:31])([CH3:30])[CH3:29])[C@@H:23]1[NH:38][C:39]([O:41][CH2:42][C:43]([Cl:46])([Cl:45])[Cl:44])=[O:40])=[O:20])(=[O:15])[CH2:2][CH2:3][CH2:4][CH2:5][CH2:6][CH2:7][CH2:8][CH2:9][CH2:10][CH2:11][CH2:12][CH2:13][CH3:14].N1C=CC=CC=1.Cl[C:65]([O:67][C:68]([CH3:74])([CH3:73])[C:69]([Cl:72])([Cl:71])[Cl:70])=[O:66].N1(C2C=CN=CC=2)CCCC1.C(N(CC)C(C)C)(C)C.[P:95](Cl)([O:104][C:105]1[CH:110]=[CH:109][CH:108]=[CH:107][CH:106]=1)([O:97][C:98]1[CH:103]=[CH:102][CH:101]=[CH:100][CH:99]=1)=[O:96], predict the reaction product. The product is: [C:98]1([O:97][P:95]([O:35][C@@H:34]2[C@@H:33]([CH2:36][O:37][C:65]([O:67][C:68]([CH3:74])([CH3:73])[C:69]([Cl:72])([Cl:71])[Cl:70])=[O:66])[O:32][C@@H:24]([O:25][CH2:26][CH2:27][Si:28]([CH3:29])([CH3:31])[CH3:30])[C@H:23]([NH:38][C:39]([O:41][CH2:42][C:43]([Cl:45])([Cl:46])[Cl:44])=[O:40])[C@H:22]2[O:21][C:19](=[O:20])[CH2:18][C@H:17]([O:16][C:1](=[O:15])[CH2:2][CH2:3][CH2:4][CH2:5][CH2:6][CH2:7][CH2:8][CH2:9][CH2:10][CH2:11][CH2:12][CH2:13][CH3:14])[CH2:47][CH2:48][CH2:49][CH2:50][CH2:51][CH2:52][CH2:53][CH2:54][CH2:55][CH2:56][CH3:57])([O:104][C:105]2[CH:110]=[CH:109][CH:108]=[CH:107][CH:106]=2)=[O:96])[CH:99]=[CH:100][CH:101]=[CH:102][CH:103]=1.